From a dataset of Peptide-MHC class I binding affinity with 185,985 pairs from IEDB/IMGT. Regression. Given a peptide amino acid sequence and an MHC pseudo amino acid sequence, predict their binding affinity value. This is MHC class I binding data. (1) The peptide sequence is EDQLLPFMSD. The MHC is H-2-Db with pseudo-sequence H-2-Db. The binding affinity (normalized) is 0.430. (2) The peptide sequence is RPVFARLPF. The MHC is HLA-B27:05 with pseudo-sequence HLA-B27:05. The binding affinity (normalized) is 0.0847. (3) The peptide sequence is VIEGPTTCGY. The MHC is HLA-A29:02 with pseudo-sequence HLA-A29:02. The binding affinity (normalized) is 0.536. (4) The peptide sequence is RLADEGLNR. The MHC is HLA-A33:01 with pseudo-sequence HLA-A33:01. The binding affinity (normalized) is 0.447. (5) The peptide sequence is KEGFFTYLCG. The MHC is HLA-B40:01 with pseudo-sequence HLA-B40:01. The binding affinity (normalized) is 0.316. (6) The peptide sequence is FTILCLVPAY. The MHC is HLA-A23:01 with pseudo-sequence HLA-A23:01. The binding affinity (normalized) is 0. (7) The peptide sequence is IRGFPRCRY. The MHC is HLA-A24:02 with pseudo-sequence HLA-A24:02. The binding affinity (normalized) is 0. (8) The peptide sequence is SFSFGGFTF. The MHC is HLA-A26:03 with pseudo-sequence HLA-A26:03. The binding affinity (normalized) is 0.0847.